From a dataset of Full USPTO retrosynthesis dataset with 1.9M reactions from patents (1976-2016). Predict the reactants needed to synthesize the given product. (1) Given the product [NH2:1][C:2]1[C:10]2[C:5](=[N:6][C:7]([C:11]3[CH:12]=[CH:13][C:14]([Cl:17])=[CH:15][CH:16]=3)=[CH:8][CH:9]=2)[S:4][C:3]=1[C:18]([NH:20][C:21]1[CH:26]=[CH:25][C:24]([S:27]([OH:30])(=[O:28])=[O:29])=[CH:23][CH:22]=1)=[O:19], predict the reactants needed to synthesize it. The reactants are: [NH2:1][C:2]1[C:10]2[C:5](=[N:6][C:7]([C:11]3[CH:16]=[CH:15][C:14]([Cl:17])=[CH:13][CH:12]=3)=[CH:8][CH:9]=2)[S:4][C:3]=1[C:18]([NH:20][C:21]1[CH:26]=[CH:25][C:24]([S:27]([O:30]C2C=CC(C)=CC=2)(=[O:29])=[O:28])=[CH:23][CH:22]=1)=[O:19].[OH-].[Na+]. (2) The reactants are: C1(P(C2C=CC=CC=2)C2C=CC=CC=2)C=CC=CC=1.C1(C#N)CC=CCC=1C#N.CCCC[N+](CCCC)(CCCC)CCCC.[N-:47]=[N+:48]=[N-:49].[F:50][C:51]1[N:56]=[CH:55][C:54]([CH:57](O)[CH3:58])=[CH:53][CH:52]=1. Given the product [N:47]([CH:57]([C:54]1[CH:53]=[CH:52][C:51]([F:50])=[N:56][CH:55]=1)[CH3:58])=[N+:48]=[N-:49], predict the reactants needed to synthesize it. (3) Given the product [S:18]([C:20]1[CH:25]=[CH:24][C:23]([NH:26][C:2]2[N:7]=[C:6]([NH:8][C:9]3[CH:14]=[CH:13][CH:12]=[CH:11][C:10]=3[C:15]#[N:16])[C:5]([Cl:17])=[CH:4][N:3]=2)=[CH:22][CH:21]=1)(=[O:19])(=[O:27])[NH2:28], predict the reactants needed to synthesize it. The reactants are: Cl[C:2]1[N:7]=[C:6]([NH:8][C:9]2[CH:14]=[CH:13][CH:12]=[CH:11][C:10]=2[C:15]#[N:16])[C:5]([Cl:17])=[CH:4][N:3]=1.[S:18]([NH2:28])(=[O:27])([C:20]1[CH:25]=[CH:24][C:23]([NH2:26])=[CH:22][CH:21]=1)=[O:19].N. (4) Given the product [F:17][C:5]1[C:6]([C:8]2[CH:13]=[CH:12][C:11]([F:14])=[CH:10][C:9]=2[O:15][CH3:16])=[N:7][C:2]([NH:18][C:19]2[CH:20]=[C:21]([CH2:32][OH:33])[CH:22]=[C:23]([C:25]([F:30])([F:31])[C:26]([F:27])([F:28])[F:29])[CH:24]=2)=[N:3][CH:4]=1, predict the reactants needed to synthesize it. The reactants are: Cl[C:2]1[N:7]=[C:6]([C:8]2[CH:13]=[CH:12][C:11]([F:14])=[CH:10][C:9]=2[O:15][CH3:16])[C:5]([F:17])=[CH:4][N:3]=1.[NH2:18][C:19]1[CH:20]=[C:21]([CH2:32][OH:33])[CH:22]=[C:23]([C:25]([F:31])([F:30])[C:26]([F:29])([F:28])[F:27])[CH:24]=1. (5) Given the product [C:34]([C@H:31]1[CH2:32][CH2:33][C@H:28]([O:27][C:22]2[CH:23]=[C:24]3[C:19](=[CH:20][CH:21]=2)[N:18]=[C:17]([CH2:16][NH:15][C:10]24[CH2:9][CH2:8][C:7]([C:5]([OH:6])=[O:4])([CH2:12][CH2:11]2)[CH2:14][CH2:13]4)[CH:26]=[CH:25]3)[CH2:29][CH2:30]1)([CH3:37])([CH3:35])[CH3:36], predict the reactants needed to synthesize it. The reactants are: [OH-].[Li+].C[O:4][C:5]([C:7]12[CH2:14][CH2:13][C:10]([NH:15][CH2:16][C:17]3[CH:26]=[CH:25][C:24]4[C:19](=[CH:20][CH:21]=[C:22]([O:27][C@H:28]5[CH2:33][CH2:32][C@H:31]([C:34]([CH3:37])([CH3:36])[CH3:35])[CH2:30][CH2:29]5)[CH:23]=4)[N:18]=3)([CH2:11][CH2:12]1)[CH2:9][CH2:8]2)=[O:6].O1CCCC1.CO. (6) Given the product [CH3:1][N:2]1[C:7](=[O:8])[C:6]2[CH:9]=[C:10]([C:12]3[CH:17]=[C:16]([S:18]([N:21]4[CH2:26][CH2:25][N:24]([CH3:35])[CH2:23][CH2:22]4)(=[O:20])=[O:19])[CH:15]=[CH:14][C:13]=3[O:27][CH2:28][CH2:29][CH3:30])[NH:11][C:5]=2[N:4]([CH2:31][CH2:32][CH3:33])[C:3]1=[O:34], predict the reactants needed to synthesize it. The reactants are: [CH3:1][N:2]1[C:7](=[O:8])[C:6]2[CH:9]=[C:10]([C:12]3[CH:17]=[C:16]([S:18]([N:21]4[CH2:26][CH2:25][NH:24][CH2:23][CH2:22]4)(=[O:20])=[O:19])[CH:15]=[CH:14][C:13]=3[O:27][CH2:28][CH2:29][CH3:30])[NH:11][C:5]=2[N:4]([CH2:31][CH2:32][CH3:33])[C:3]1=[O:34].[CH2:35]=O.